This data is from Catalyst prediction with 721,799 reactions and 888 catalyst types from USPTO. The task is: Predict which catalyst facilitates the given reaction. (1) Reactant: [OH-].[Li+].C(O)C.[CH3:6][O:7][C:8]1[CH:9]=[CH:10][C:11]([CH2:30][CH:31]2[S:35][C:34](=[O:36])[NH:33][C:32]2=[O:37])=[C:12]2[C:17]=1[N:16]([CH2:18][C:19]1[CH:24]=[CH:23][C:22]([C:25]([O:27]C)=[O:26])=[CH:21][CH:20]=1)[C:15](=[O:29])[CH2:14][CH2:13]2. Product: [CH3:6][O:7][C:8]1[CH:9]=[CH:10][C:11]([CH2:30][CH:31]2[S:35][C:34](=[O:36])[NH:33][C:32]2=[O:37])=[C:12]2[C:17]=1[N:16]([CH2:18][C:19]1[CH:20]=[CH:21][C:22]([C:25]([OH:27])=[O:26])=[CH:23][CH:24]=1)[C:15](=[O:29])[CH2:14][CH2:13]2. The catalyst class is: 1. (2) Reactant: [OH-].[K+].C([O:9][CH2:10][C:11]1[CH:16]=[C:15]([C:17]2[CH:18]=[CH:19][C:20]3[C:25]([N:26]4[CH2:31][CH2:30][O:29][CH2:28][C@@H:27]4[CH3:32])=[N:24][C:23]([N:33]4[CH2:38][CH2:37][O:36][CH2:35][C@@H:34]4[CH3:39])=[N:22][C:21]=3[N:40]=2)[CH:14]=[CH:13][C:12]=1[O:41][CH3:42])(=O)C(C)(C)C.C(O)(=O)CC(CC(O)=O)(C(O)=O)O.C(Cl)Cl. Product: [CH3:39][C@H:34]1[CH2:35][O:36][CH2:37][CH2:38][N:33]1[C:23]1[N:24]=[C:25]([N:26]2[CH2:31][CH2:30][O:29][CH2:28][C@@H:27]2[CH3:32])[C:20]2[CH:19]=[CH:18][C:17]([C:15]3[CH:14]=[CH:13][C:12]([O:41][CH3:42])=[C:11]([CH2:10][OH:9])[CH:16]=3)=[N:40][C:21]=2[N:22]=1. The catalyst class is: 36. (3) Reactant: [F:1][C:2]1[CH:26]=[CH:25][C:24]([C:27]([F:30])([F:29])[F:28])=[CH:23][C:3]=1/[CH:4]=[C:5]1/[C:6](=[O:22])[C:7]2[C:12]([CH2:13]/1)=[CH:11][C:10]([N:14]1[CH2:19][CH2:18][O:17][CH2:16][CH2:15]1)=[C:9]([O:20][CH3:21])[CH:8]=2. Product: [F:1][C:2]1[CH:26]=[CH:25][C:24]([C:27]([F:30])([F:28])[F:29])=[CH:23][C:3]=1[CH2:4][CH:5]1[CH2:13][C:12]2[C:7](=[CH:8][C:9]([O:20][CH3:21])=[C:10]([N:14]3[CH2:19][CH2:18][O:17][CH2:16][CH2:15]3)[CH:11]=2)[C:6]1=[O:22]. The catalyst class is: 19. (4) Reactant: [CH3:1][C@@H:2]1[CH2:6][CH2:5][CH2:4][N:3]1[CH2:7][CH2:8][CH2:9][O:10][C:11]1[CH:16]=[CH:15][C:14]([N:17]2[CH:21]=[C:20]([C:22]([N:24]3[CH2:29][CH2:28][O:27][CH2:26][CH2:25]3)=[O:23])[CH:19]=[N:18]2)=[CH:13][CH:12]=1.[ClH:30]. Product: [ClH:30].[CH3:1][C@@H:2]1[CH2:6][CH2:5][CH2:4][N:3]1[CH2:7][CH2:8][CH2:9][O:10][C:11]1[CH:16]=[CH:15][C:14]([N:17]2[CH:21]=[C:20]([C:22]([N:24]3[CH2:25][CH2:26][O:27][CH2:28][CH2:29]3)=[O:23])[CH:19]=[N:18]2)=[CH:13][CH:12]=1. The catalyst class is: 336. (5) Reactant: C([O:3][C:4]([C:6]1[C:15](=[O:16])[C:14]2[C:9](=[C:10]([O:18][CH3:19])[C:11]([F:17])=[CH:12][CH:13]=2)[N:8]([CH:20]2[CH2:22][CH2:21]2)[CH:7]=1)=[O:5])C.OS(O)(=O)=O. Product: [CH:20]1([N:8]2[C:9]3[C:14](=[CH:13][CH:12]=[C:11]([F:17])[C:10]=3[O:18][CH3:19])[C:15](=[O:16])[C:6]([C:4]([OH:5])=[O:3])=[CH:7]2)[CH2:21][CH2:22]1. The catalyst class is: 313. (6) Reactant: [CH3:1][C:2]1[CH:3]=[C:4]([CH:9]=[CH:10][C:11]=1[CH:12]1[CH2:17][C:16](=O)[CH2:15][CH2:14][O:13]1)[C:5]([O:7][CH3:8])=[O:6].[H][H].[NH3:21].CO. Product: [NH2:21][C@H:16]1[CH2:15][CH2:14][O:13][C@@H:12]([C:11]2[CH:10]=[CH:9][C:4]([C:5]([O:7][CH3:8])=[O:6])=[CH:3][C:2]=2[CH3:1])[CH2:17]1. The catalyst class is: 45.